From a dataset of Catalyst prediction with 721,799 reactions and 888 catalyst types from USPTO. Predict which catalyst facilitates the given reaction. (1) Reactant: [CH2:1]1[C:10]2[C:5](=[CH:6][CH:7]=[CH:8][CH:9]=2)[CH2:4][CH2:3][NH:2]1.[F-].[K+].[N+](C1C=C(S(O[CH2:26][C@H:27]2[CH2:29][O:28]2)(=O)=O)C=CC=1)([O-])=O. Product: [O:28]1[CH2:29][C@H:27]1[CH2:26][N:2]1[CH2:3][CH2:4][C:5]2[C:10](=[CH:9][CH:8]=[CH:7][CH:6]=2)[CH2:1]1. The catalyst class is: 1. (2) The catalyst class is: 8. Reactant: [OH-].[Na+].[CH:3]1([C:6]2[C:11]([C:12]3[CH:17]=[CH:16][C:15]([F:18])=[CH:14][CH:13]=3)=[C:10]([F:19])[C:9]([O:20][CH3:21])=[C:8]([CH2:22][N:23]3[CH2:26][C:25]4([CH2:30][C:29]([N:31]5[CH2:36][CH2:35][CH:34]([C:37]([O:39]CC)=[O:38])[CH2:33][CH2:32]5)=[N:28][O:27]4)[CH2:24]3)[CH:7]=2)[CH2:5][CH2:4]1. Product: [CH:3]1([C:6]2[C:11]([C:12]3[CH:17]=[CH:16][C:15]([F:18])=[CH:14][CH:13]=3)=[C:10]([F:19])[C:9]([O:20][CH3:21])=[C:8]([CH2:22][N:23]3[CH2:26][C:25]4([CH2:30][C:29]([N:31]5[CH2:32][CH2:33][CH:34]([C:37]([OH:39])=[O:38])[CH2:35][CH2:36]5)=[N:28][O:27]4)[CH2:24]3)[CH:7]=2)[CH2:5][CH2:4]1. (3) Reactant: [CH2:1]([Mg]I)[CH3:2].[Mg].C(I)C.[Br:9][C:10]1[CH:17]=[CH:16][C:13]([CH:14]=[O:15])=[C:12]([F:18])[CH:11]=1. Product: [Br:9][C:10]1[CH:17]=[CH:16][C:13]([CH:14]([OH:15])[CH2:1][CH3:2])=[C:12]([F:18])[CH:11]=1. The catalyst class is: 27.